This data is from Reaction yield outcomes from USPTO patents with 853,638 reactions. The task is: Predict the reaction yield, written as a fraction of the theoretical maximum amount of product (1.0 means a 100% yield; for example, 0.34 means a 34% yield). (1) The reactants are Br[C:2]1[CH:8]=[C:7]([N+:9]([O-:11])=[O:10])[CH:6]=[CH:5][C:3]=1[NH2:4].[CH3:12][C:13]([CH3:20])([C:18]#[CH:19])[C:14]([O:16][CH3:17])=[O:15].C(N(CC)CC)C. The catalyst is C1(C)C=CC=CC=1.O.[Cu]I.C1C=CC([P]([Pd]([P](C2C=CC=CC=2)(C2C=CC=CC=2)C2C=CC=CC=2)([P](C2C=CC=CC=2)(C2C=CC=CC=2)C2C=CC=CC=2)[P](C2C=CC=CC=2)(C2C=CC=CC=2)C2C=CC=CC=2)(C2C=CC=CC=2)C2C=CC=CC=2)=CC=1. The product is [NH2:4][C:3]1[CH:5]=[CH:6][C:7]([N+:9]([O-:11])=[O:10])=[CH:8][C:2]=1[C:19]#[C:18][C:13]([CH3:20])([CH3:12])[C:14]([O:16][CH3:17])=[O:15]. The yield is 0.0900. (2) The yield is 0.267. The product is [Br:1][C:2]1[C:14](=[O:15])[N:13]([CH:16]2[CH2:20][CH2:19][CH2:18][CH2:17]2)[C:5]2[N:6]=[C:7]([NH:34][C:31]3[CH:30]=[CH:29][C:28]([N:22]4[CH2:23][CH2:24][O:25][CH2:26][CH2:27]4)=[CH:33][N:32]=3)[N:8]=[CH:9][C:4]=2[C:3]=1[CH3:21]. The catalyst is C1(C)C=CC=CC=1.C(OCC)(=O)C. The reactants are [Br:1][C:2]1[C:14](=[O:15])[N:13]([CH:16]2[CH2:20][CH2:19][CH2:18][CH2:17]2)[C:5]2[N:6]=[C:7](S(C)=O)[N:8]=[CH:9][C:4]=2[C:3]=1[CH3:21].[N:22]1([C:28]2[CH:29]=[CH:30][C:31]([NH2:34])=[N:32][CH:33]=2)[CH2:27][CH2:26][O:25][CH2:24][CH2:23]1. (3) The reactants are Cl[C:2]1[C:7](Cl)=[N:6][CH:5]=[CH:4][N:3]=1.[CH3:9][C:10]1[CH:11]=[C:12](B(O)O)[CH:13]=[CH:14][CH:15]=1.C(=O)([O-])[O-].[Na+].[Na+]. The catalyst is C1C=CC(P(C2C=CC=CC=2)C2C=CC=CC=2)=CC=1.C1C=CC(P(C2C=CC=CC=2)C2C=CC=CC=2)=CC=1.Cl[Pd]Cl.O.C(#N)C. The product is [C:10]1([CH3:9])[CH:11]=[CH:12][CH:13]=[C:14]([C:2]2[C:7]([C:14]3[CH:15]=[C:10]([CH3:9])[CH:11]=[CH:12][CH:13]=3)=[N:6][CH:5]=[CH:4][N:3]=2)[CH:15]=1. The yield is 0.800. (4) The product is [Cl:17][C:18]1[CH:24]=[CH:23][C:21]([NH:22][C:2]2[CH:7]=[C:6]([C:8]3[CH:13]=[C:12]([CH3:14])[CH:11]=[CH:10][C:9]=3[CH3:15])[N:5]=[C:4]([NH2:16])[N:3]=2)=[CH:20][CH:19]=1. The reactants are Cl[C:2]1[CH:7]=[C:6]([C:8]2[CH:13]=[C:12]([CH3:14])[CH:11]=[CH:10][C:9]=2[CH3:15])[N:5]=[C:4]([NH2:16])[N:3]=1.[Cl:17][C:18]1[CH:24]=[CH:23][C:21]([NH2:22])=[CH:20][CH:19]=1. The yield is 0.820. No catalyst specified. (5) The reactants are [CH:1]1([CH:7]([NH:18][C:19]2[CH:20]=[CH:21][C:22]([C:25]([N:27]([CH3:35])[CH2:28][CH2:29][C:30]([O:32]CC)=[O:31])=[O:26])=[N:23][CH:24]=2)[C:8]2[S:9][C:10]3[CH:17]=[CH:16][CH:15]=[CH:14][C:11]=3[C:12]=2[CH3:13])[CH2:6][CH2:5][CH2:4][CH2:3][CH2:2]1.O1CCCC1.[OH-].[Na+]. The catalyst is C(O)C. The product is [CH:1]1([CH:7]([NH:18][C:19]2[CH:20]=[CH:21][C:22]([C:25]([N:27]([CH3:35])[CH2:28][CH2:29][C:30]([OH:32])=[O:31])=[O:26])=[N:23][CH:24]=2)[C:8]2[S:9][C:10]3[CH:17]=[CH:16][CH:15]=[CH:14][C:11]=3[C:12]=2[CH3:13])[CH2:6][CH2:5][CH2:4][CH2:3][CH2:2]1. The yield is 0.840. (6) The reactants are [H-].[Na+].[CH2:3]([O:5][C:6]([C:8]1[NH:9][C:10]2[C:15]([CH:16]=1)=[CH:14][CH:13]=[C:12]([Cl:17])[CH:11]=2)=[O:7])[CH3:4].Br[CH:19]([CH3:22])[C:20]#[N:21]. The catalyst is CN(C)C=O. The product is [CH2:3]([O:5][C:6]([C:8]1[N:9]([CH:19]([C:20]#[N:21])[CH3:22])[C:10]2[C:15]([CH:16]=1)=[CH:14][CH:13]=[C:12]([Cl:17])[CH:11]=2)=[O:7])[CH3:4]. The yield is 0.670. (7) The reactants are O.[OH-].[Li+].[C:4]([CH2:6][C:7]1([N:22]2[CH:26]=[C:25]([C:27]3[CH:32]=[CH:31][N:30]=[C:29]4[NH:33][CH:34]=[CH:35][C:28]=34)[CH:24]=[N:23]2)[CH2:10][N:9]([C:11]2[CH:20]=[CH:19][C:14]([C:15]([O:17]C)=[O:16])=[CH:13][C:12]=2[F:21])[CH2:8]1)#[N:5].Cl. The catalyst is CO.O.C1COCC1. The product is [C:4]([CH2:6][C:7]1([N:22]2[CH:26]=[C:25]([C:27]3[CH:32]=[CH:31][N:30]=[C:29]4[NH:33][CH:34]=[CH:35][C:28]=34)[CH:24]=[N:23]2)[CH2:10][N:9]([C:11]2[CH:20]=[CH:19][C:14]([C:15]([OH:17])=[O:16])=[CH:13][C:12]=2[F:21])[CH2:8]1)#[N:5]. The yield is 0.520.